This data is from Catalyst prediction with 721,799 reactions and 888 catalyst types from USPTO. The task is: Predict which catalyst facilitates the given reaction. (1) Reactant: C(=O)([O:7][C:8]1[N:13]=[C:12]([CH:14]([CH3:16])[CH3:15])[CH:11]=[C:10]([CH:17]([CH3:19])[CH3:18])[N:9]=1)OC(C)(C)C.FC(F)(F)C(O)=O. Product: [CH:14]([C:12]1[CH:11]=[C:10]([CH:17]([CH3:19])[CH3:18])[N:9]=[C:8]([OH:7])[N:13]=1)([CH3:16])[CH3:15]. The catalyst class is: 2. (2) Reactant: C[O:2][C:3](=[O:26])[C:4]1[CH:9]=[CH:8][C:7]([NH:10][CH:11]2[CH2:15][CH2:14][CH2:13][CH:12]2[CH3:16])=[C:6]([NH:17][C:18](=O)[CH2:19][C:20]2[S:21][CH:22]=[CH:23][CH:24]=2)[CH:5]=1.Cl. Product: [CH3:16][CH:12]1[CH2:13][CH2:14][CH2:15][CH:11]1[N:10]1[C:7]2[CH:8]=[CH:9][C:4]([C:3]([OH:2])=[O:26])=[CH:5][C:6]=2[N:17]=[C:18]1[CH2:19][C:20]1[S:21][CH:22]=[CH:23][CH:24]=1. The catalyst class is: 12. (3) Product: [Br:19][C:20]1[CH:24]=[CH:23][N:22]([CH:6]2[CH2:11][CH2:10][N:9]([C:12]([O:14][C:15]([CH3:18])([CH3:17])[CH3:16])=[O:13])[CH2:8][CH2:7]2)[N:21]=1. Reactant: CS(O[CH:6]1[CH2:11][CH2:10][N:9]([C:12]([O:14][C:15]([CH3:18])([CH3:17])[CH3:16])=[O:13])[CH2:8][CH2:7]1)(=O)=O.[Br:19][C:20]1[CH:24]=[CH:23][NH:22][N:21]=1.C(=O)([O-])[O-].[Cs+].[Cs+].C(OCC)(=O)C. The catalyst class is: 3. (4) Reactant: Cl.[F:2][C:3]1[CH:21]=[CH:20][CH:19]=[CH:18][C:4]=1[CH2:5][N:6]1[C:10]2=[N:11][CH:12]=[CH:13][CH:14]=[C:9]2[C:8]([C:15](=[NH:17])[NH2:16])=[N:7]1.C([N:24](CC)CC)C.O.NN. Product: [F:2][C:3]1[CH:21]=[CH:20][CH:19]=[CH:18][C:4]=1[CH2:5][N:6]1[C:10]2=[N:11][CH:12]=[CH:13][CH:14]=[C:9]2[C:8]([C:15](=[NH:16])[NH:17][NH2:24])=[N:7]1. The catalyst class is: 8. (5) Reactant: [N:1]1([C:7]2[N:8]=[C:9]([CH2:14][C:15]([O-:17])=O)[NH:10][C:11](=[O:13])[CH:12]=2)[CH2:6][CH2:5][O:4][CH2:3][CH2:2]1.[Na+].[F:19][C:20]1[CH:28]=[C:27]2[C:23]([CH2:24][CH2:25][NH:26]2)=[CH:22][CH:21]=1.Cl.CN(C)CCCN=C=NCC. Product: [F:19][C:20]1[CH:28]=[C:27]2[C:23]([CH2:24][CH2:25][N:26]2[C:15](=[O:17])[CH2:14][C:9]2[NH:10][C:11](=[O:13])[CH:12]=[C:7]([N:1]3[CH2:2][CH2:3][O:4][CH2:5][CH2:6]3)[N:8]=2)=[CH:22][CH:21]=1. The catalyst class is: 672.